From a dataset of Catalyst prediction with 721,799 reactions and 888 catalyst types from USPTO. Predict which catalyst facilitates the given reaction. Reactant: [C:1]1([CH2:7][O-:8])[CH:6]=[CH:5][CH:4]=[CH:3][CH:2]=1.[Na+].C1(CO)C=CC=CC=1.[H-].[Na+].[Cl:20][C:21]1[NH:22][C:23](Cl)=[C:24]2[C:28]([N:29]=1)=[N:27][CH:26]=[N:25]2. Product: [Cl:20][C:21]1[NH:22][C:23]([O:8][CH2:7][C:1]2[CH:6]=[CH:5][CH:4]=[CH:3][CH:2]=2)=[C:24]2[C:28]([N:29]=1)=[N:27][CH:26]=[N:25]2. The catalyst class is: 7.